Dataset: Forward reaction prediction with 1.9M reactions from USPTO patents (1976-2016). Task: Predict the product of the given reaction. (1) Given the reactants C([N:4]1[C:9]2[CH:10]=[C:11]([NH:14][C:15](=[O:31])[C:16]3[CH:21]=[CH:20][CH:19]=[N:18][C:17]=3[NH:22][CH2:23][C:24]3[CH:29]=[CH:28][C:27]([F:30])=[CH:26][CH:25]=3)[CH:12]=[CH:13][C:8]=2[O:7][C:6]([CH3:33])([CH3:32])[CH2:5]1)(=O)C.C([O-])(O)=O.[Na+], predict the reaction product. The product is: [CH3:32][C:6]1([CH3:33])[CH2:5][NH:4][C:9]2[CH:10]=[C:11]([NH:14][C:15](=[O:31])[C:16]3[CH:21]=[CH:20][CH:19]=[N:18][C:17]=3[NH:22][CH2:23][C:24]3[CH:25]=[CH:26][C:27]([F:30])=[CH:28][CH:29]=3)[CH:12]=[CH:13][C:8]=2[O:7]1. (2) Given the reactants [CH2:1]([C:3]1[CH:8]=[CH:7][C:6]([C@H:9]2[CH2:14][C@@H:13]([C:15]([F:18])([F:17])[F:16])[N:12]3[N:19]=[CH:20][C:21]([C:22]([OH:24])=O)=[C:11]3[NH:10]2)=[CH:5][CH:4]=1)[CH3:2].CN(C(ON1N=NC2C=CC=NC1=2)=[N+](C)C)C.F[P-](F)(F)(F)(F)F.C(N(CC)C(C)C)(C)C.[F:58][C:59]1[CH:60]=[C:61]([CH2:65][NH2:66])[CH:62]=[CH:63][CH:64]=1, predict the reaction product. The product is: [CH2:1]([C:3]1[CH:8]=[CH:7][C:6]([C@H:9]2[CH2:14][C@@H:13]([C:15]([F:17])([F:18])[F:16])[N:12]3[N:19]=[CH:20][C:21]([C:22]([NH:66][CH2:65][C:61]4[CH:62]=[CH:63][CH:64]=[C:59]([F:58])[CH:60]=4)=[O:24])=[C:11]3[NH:10]2)=[CH:5][CH:4]=1)[CH3:2]. (3) The product is: [CH3:1][O:2][C:3](=[O:15])[C:4]1[CH:13]=[CH:12][C:11]([C:17]#[N:18])=[C:6]([C:7]([O:9][CH3:10])=[O:8])[CH:5]=1. Given the reactants [CH3:1][O:2][C:3](=[O:15])[C:4]1[CH:13]=[CH:12][C:11](Br)=[C:6]([C:7]([O:9][CH3:10])=[O:8])[CH:5]=1.[Cu][C:17]#[N:18].[Cl-].[NH4+], predict the reaction product.